From a dataset of NCI-60 drug combinations with 297,098 pairs across 59 cell lines. Regression. Given two drug SMILES strings and cell line genomic features, predict the synergy score measuring deviation from expected non-interaction effect. (1) Drug 1: CS(=O)(=O)C1=CC(=C(C=C1)C(=O)NC2=CC(=C(C=C2)Cl)C3=CC=CC=N3)Cl. Drug 2: CS(=O)(=O)OCCCCOS(=O)(=O)C. Cell line: BT-549. Synergy scores: CSS=-0.540, Synergy_ZIP=-1.97, Synergy_Bliss=0.526, Synergy_Loewe=-3.34, Synergy_HSA=-0.877. (2) Drug 1: CS(=O)(=O)C1=CC(=C(C=C1)C(=O)NC2=CC(=C(C=C2)Cl)C3=CC=CC=N3)Cl. Drug 2: C1C(C(OC1N2C=NC3=C(N=C(N=C32)Cl)N)CO)O. Cell line: NCIH23. Synergy scores: CSS=7.76, Synergy_ZIP=-1.80, Synergy_Bliss=-1.79, Synergy_Loewe=-4.36, Synergy_HSA=-2.76. (3) Drug 1: C1=CN(C=N1)CC(O)(P(=O)(O)O)P(=O)(O)O. Drug 2: C1CN(CCN1C(=O)CCBr)C(=O)CCBr. Cell line: COLO 205. Synergy scores: CSS=17.1, Synergy_ZIP=-8.01, Synergy_Bliss=1.31, Synergy_Loewe=1.59, Synergy_HSA=1.50.